Dataset: Forward reaction prediction with 1.9M reactions from USPTO patents (1976-2016). Task: Predict the product of the given reaction. Given the reactants [C:1]([C:3]1[CH:4]=[C:5]([CH:21]([CH3:23])[CH3:22])[C:6]2[O:10][C:9]([C:11]3[CH:19]=[CH:18][C:14]([C:15](O)=[O:16])=[CH:13][CH:12]=3)=[N:8][C:7]=2[CH:20]=1)#[N:2].[CH2:24]1[C:28]2([CH2:33][CH2:32][N:31]([C:34]([O:36][C:37]([CH3:40])([CH3:39])[CH3:38])=[O:35])[CH2:30][CH2:29]2)[CH2:27][CH2:26][NH:25]1, predict the reaction product. The product is: [C:37]([O:36][C:34]([N:31]1[CH2:32][CH2:33][C:28]2([CH2:24][N:25]([C:15](=[O:16])[C:14]3[CH:13]=[CH:12][C:11]([C:9]4[O:10][C:6]5[C:5]([CH:21]([CH3:23])[CH3:22])=[CH:4][C:3]([C:1]#[N:2])=[CH:20][C:7]=5[N:8]=4)=[CH:19][CH:18]=3)[CH2:26][CH2:27]2)[CH2:29][CH2:30]1)=[O:35])([CH3:40])([CH3:39])[CH3:38].